This data is from Reaction yield outcomes from USPTO patents with 853,638 reactions. The task is: Predict the reaction yield, written as a fraction of the theoretical maximum amount of product (1.0 means a 100% yield; for example, 0.34 means a 34% yield). (1) The reactants are [F:1][C:2]1[C:3]([C:20]2[N:24]([CH:25]([CH3:27])[CH3:26])[C:23]([CH3:28])=[N:22][CH:21]=2)=[N:4][C:5]([NH:8][C:9]2[CH:19]=[CH:18][C:12]([C:13]([O:15]CC)=[O:14])=[CH:11][CH:10]=2)=[N:6][CH:7]=1.[OH-].[Li+:30]. The catalyst is CCO.O. The product is [Li+:30].[F:1][C:2]1[C:3]([C:20]2[N:24]([CH:25]([CH3:26])[CH3:27])[C:23]([CH3:28])=[N:22][CH:21]=2)=[N:4][C:5]([NH:8][C:9]2[CH:10]=[CH:11][C:12]([C:13]([O-:15])=[O:14])=[CH:18][CH:19]=2)=[N:6][CH:7]=1. The yield is 0.800. (2) The reactants are [Si:1]([O:8][CH:9]1[C:13]2([CH2:15][CH2:14]2)[C:12](=[O:16])[NH:11][C@H:10]1[CH3:17])([C:4]([CH3:7])([CH3:6])[CH3:5])([CH3:3])[CH3:2].I[C:19]1[CH:26]=[CH:25][C:22]([C:23]#[N:24])=[C:21]([C:27]([F:30])([F:29])[F:28])[CH:20]=1.C(=O)([O-])[O-].[Cs+].[Cs+].C1(P(C2C=CC=CC=2)C2C3OC4C(=CC=CC=4P(C4C=CC=CC=4)C4C=CC=CC=4)C(C)(C)C=3C=CC=2)C=CC=CC=1. The catalyst is C1C=CC(/C=C/C(/C=C/C2C=CC=CC=2)=O)=CC=1.C1C=CC(/C=C/C(/C=C/C2C=CC=CC=2)=O)=CC=1.C1C=CC(/C=C/C(/C=C/C2C=CC=CC=2)=O)=CC=1.[Pd].[Pd]. The product is [Si:1]([O:8][C@@H:9]1[C:13]2([CH2:14][CH2:15]2)[C:12](=[O:16])[N:11]([C:19]2[CH:26]=[CH:25][C:22]([C:23]#[N:24])=[C:21]([C:27]([F:28])([F:30])[F:29])[CH:20]=2)[C@H:10]1[CH3:17])([C:4]([CH3:7])([CH3:6])[CH3:5])([CH3:3])[CH3:2].[Si:1]([O:8][C@H:9]1[C:13]2([CH2:14][CH2:15]2)[C:12](=[O:16])[N:11]([C:19]2[CH:26]=[CH:25][C:22]([C:23]#[N:24])=[C:21]([C:27]([F:28])([F:30])[F:29])[CH:20]=2)[C@H:10]1[CH3:17])([C:4]([CH3:7])([CH3:6])[CH3:5])([CH3:3])[CH3:2]. The yield is 0.560. (3) The reactants are Cl[CH2:2][CH2:3][N:4]([CH2:19][CH2:20]Cl)[C:5]1[C:6]([CH3:18])=[C:7]([CH3:17])[C:8]2[O:12][C:11]([CH3:14])([CH3:13])[CH2:10][C:9]=2[C:15]=1[CH3:16].[NH:22]1[C:26]([NH2:27])=[CH:25][CH:24]=[N:23]1. No catalyst specified. The product is [CH3:13][C:11]1([CH3:14])[CH2:10][C:9]2[C:15]([CH3:16])=[C:5]([N:4]3[CH2:19][CH2:20][N:27]([C:26]4[CH:25]=[CH:24][NH:23][N:22]=4)[CH2:2][CH2:3]3)[C:6]([CH3:18])=[C:7]([CH3:17])[C:8]=2[O:12]1. The yield is 0.120. (4) The reactants are [F:1][C:2]1[C:7]([C:8]2[CH:9]=[C:10]([CH2:21][N:22](C)[C:23](=O)OC(C)(C)C)[S:11][C:12]=2[S:13]([C:16]2[CH:20]=[CH:19][S:18][CH:17]=2)(=[O:15])=[O:14])=[CH:6][CH:5]=[CH:4][N:3]=1.C(OCC)(=O)C.[ClH:37]. The catalyst is C(OCC)(=O)C.C(O)C. The product is [ClH:37].[F:1][C:2]1[C:7]([C:8]2[CH:9]=[C:10]([CH2:21][NH:22][CH3:23])[S:11][C:12]=2[S:13]([C:16]2[CH:20]=[CH:19][S:18][CH:17]=2)(=[O:14])=[O:15])=[CH:6][CH:5]=[CH:4][N:3]=1. The yield is 0.890.